This data is from Catalyst prediction with 721,799 reactions and 888 catalyst types from USPTO. The task is: Predict which catalyst facilitates the given reaction. (1) Reactant: [NH:1]1[CH2:6][CH2:5][CH2:4][NH:3][C:2]1=[O:7].CC(C)([O-])C.[K+].[Br:14][C:15]1[CH:20]=[C:19]([N+:21]([O-:23])=[O:22])[CH:18]=[CH:17][C:16]=1F.[Cl-].[Na+]. Product: [Br:14][C:15]1[CH:20]=[C:19]([N+:21]([O-:23])=[O:22])[CH:18]=[CH:17][C:16]=1[N:1]1[CH2:6][CH2:5][CH2:4][NH:3][C:2]1=[O:7]. The catalyst class is: 58. (2) Reactant: Br[C:2]1[S:3][C:4]2[CH:10]=[C:9]([C:11]([NH:13][C:14]3[CH:19]=[CH:18][C:17]([O:20][CH3:21])=[C:16]([O:22][CH3:23])[CH:15]=3)=[O:12])[CH:8]=[CH:7][C:5]=2[N:6]=1.[C:24]([O:28][C:29](=[O:35])[N:30]([CH2:32][CH2:33][NH2:34])[CH3:31])([CH3:27])([CH3:26])[CH3:25].O. Product: [CH3:23][O:22][C:16]1[CH:15]=[C:14]([NH:13][C:11]([C:9]2[CH:8]=[CH:7][C:5]3[N:6]=[C:2]([NH:34][CH2:33][CH2:32][N:30]([CH3:31])[C:29](=[O:35])[O:28][C:24]([CH3:25])([CH3:26])[CH3:27])[S:3][C:4]=3[CH:10]=2)=[O:12])[CH:19]=[CH:18][C:17]=1[O:20][CH3:21]. The catalyst class is: 60. (3) Reactant: [CH2:1]([O:8][CH:9]([CH2:12][OH:13])[CH2:10][OH:11])[C:2]1[CH:7]=[CH:6][CH:5]=[CH:4][CH:3]=1.C=O.B(F)(F)F.[CH3:20]COCC. Product: [CH2:1]([O:8][CH:9]1[CH2:10][O:11][CH2:20][O:13][CH2:12]1)[C:2]1[CH:7]=[CH:6][CH:5]=[CH:4][CH:3]=1. The catalyst class is: 25.